This data is from Full USPTO retrosynthesis dataset with 1.9M reactions from patents (1976-2016). The task is: Predict the reactants needed to synthesize the given product. Given the product [C:1]([O:5][C:6](=[O:7])[NH:8][C@H:9]([CH:10]([OH:14])[C:11](=[O:13])[NH:27][C@H:25]([C:19]1[CH:24]=[CH:23][CH:22]=[CH:21][CH:20]=1)[CH3:26])[CH2:15][CH2:16][CH2:17][CH3:18])([CH3:2])([CH3:3])[CH3:4], predict the reactants needed to synthesize it. The reactants are: [C:1]([O:5][C:6]([NH:8][CH:9]([CH2:15][CH2:16][CH2:17][CH3:18])[C@H:10]([OH:14])[C:11]([OH:13])=O)=[O:7])([CH3:4])([CH3:3])[CH3:2].[C:19]1([C@@H:25]([NH2:27])[CH3:26])[CH:24]=[CH:23][CH:22]=[CH:21][CH:20]=1.C(N(CC)C(C)C)(C)C.CN(C(ON1N=NC2C=CC=NC1=2)=[N+](C)C)C.F[P-](F)(F)(F)(F)F.